This data is from Peptide-MHC class II binding affinity with 134,281 pairs from IEDB. The task is: Regression. Given a peptide amino acid sequence and an MHC pseudo amino acid sequence, predict their binding affinity value. This is MHC class II binding data. (1) The peptide sequence is CAVVIIGVLHQNFKD. The MHC is HLA-DQA10201-DQB10303 with pseudo-sequence HLA-DQA10201-DQB10303. The binding affinity (normalized) is 0. (2) The peptide sequence is PNMLRIMASLVLARK. The MHC is DRB1_0301 with pseudo-sequence DRB1_0301. The binding affinity (normalized) is 0.831. (3) The peptide sequence is SQDLELSWNLNGTQAY. The MHC is DRB1_0401 with pseudo-sequence DRB1_0401. The binding affinity (normalized) is 0.540.